Dataset: Full USPTO retrosynthesis dataset with 1.9M reactions from patents (1976-2016). Task: Predict the reactants needed to synthesize the given product. (1) The reactants are: [Br:1][C:2]1[C:3]([NH2:9])=[C:4]([NH2:8])[CH:5]=[N:6][CH:7]=1.[C:10]([CH3:20])(OCC)([O:14]CC)[O:11]CC. Given the product [C:10]([OH:14])(=[O:11])[CH3:20].[Br:1][C:2]1[C:3]2[NH:9][C:10]([CH3:20])=[N:8][C:4]=2[CH:5]=[N:6][CH:7]=1, predict the reactants needed to synthesize it. (2) Given the product [Br:1][C:2]1[CH:3]=[C:4]([CH:5]=[CH:6][CH:7]=1)[CH2:8][CH2:9][NH:10][C:16](=[O:17])[O:15][C:12]([CH3:14])([CH3:13])[CH3:11], predict the reactants needed to synthesize it. The reactants are: [Br:1][C:2]1[CH:3]=[C:4]([CH2:8][CH2:9][NH2:10])[CH:5]=[CH:6][CH:7]=1.[CH3:11][C:12]([O:15][C:16](O[C:16]([O:15][C:12]([CH3:14])([CH3:13])[CH3:11])=[O:17])=[O:17])([CH3:14])[CH3:13]. (3) Given the product [CH3:1][S:2]([O:16][CH2:15][C@H:14]([NH:13][C:11]([O:10][C:6]([CH3:9])([CH3:8])[CH3:7])=[O:12])[CH3:17])(=[O:4])=[O:3], predict the reactants needed to synthesize it. The reactants are: [CH3:1][S:2](Cl)(=[O:4])=[O:3].[C:6]([O:10][C:11]([NH:13][C@H:14]([CH3:17])[CH2:15][OH:16])=[O:12])([CH3:9])([CH3:8])[CH3:7].C(N(CC)CC)C. (4) Given the product [OH:26][C:23]([CH3:25])([CH3:24])[CH2:22][C@@:13]1([C:16]2[CH:21]=[CH:20][CH:19]=[CH:18][CH:17]=2)[O:12][C:11](=[O:27])[N:10]([C@H:8]([C:5]2[CH:6]=[CH:7][C:2]([C:32]3[CH:31]=[CH:30][C:29](=[O:28])[NH:34][CH:33]=3)=[CH:3][CH:4]=2)[CH3:9])[CH2:15][CH2:14]1, predict the reactants needed to synthesize it. The reactants are: Br[C:2]1[CH:7]=[CH:6][C:5]([C@@H:8]([N:10]2[CH2:15][CH2:14][C@:13]([CH2:22][C:23]([OH:26])([CH3:25])[CH3:24])([C:16]3[CH:21]=[CH:20][CH:19]=[CH:18][CH:17]=3)[O:12][C:11]2=[O:27])[CH3:9])=[CH:4][CH:3]=1.[O:28]=[C:29]1[NH:34][CH:33]=[C:32](B(O)O)[CH:31]=[CH:30]1.C([O-])([O-])=O.[Cs+].[Cs+]. (5) Given the product [Cl:1][C:2]1[CH:16]=[CH:15][C:5]([O:6][C:7]2[CH:8]=[C:9]([CH:10]=[CH:11][CH:12]=2)[CH2:13][NH:14][CH2:17][CH2:18][CH2:19][CH3:20])=[CH:4][CH:3]=1, predict the reactants needed to synthesize it. The reactants are: [Cl:1][C:2]1[CH:16]=[CH:15][C:5]([O:6][C:7]2[CH:8]=[C:9]([CH2:13][NH2:14])[CH:10]=[CH:11][CH:12]=2)=[CH:4][CH:3]=1.[CH:17](=O)[CH2:18][CH2:19][CH3:20]. (6) Given the product [OH:8][CH2:11][CH2:10][C:9]1([OH:12])[CH2:5][CH2:4][CH2:3][CH2:2]1, predict the reactants needed to synthesize it. The reactants are: Br[CH2:2][CH2:3][CH2:4][CH2:5]Br.[Mg].[O:8]1[CH2:11][CH2:10][C:9]1=[O:12]. (7) Given the product [CH2:19]([C@H:26]1[CH2:30][O:29][C:28](=[O:31])[N:27]1[C:9](=[O:11])[CH2:8][C:5]1[CH:6]=[CH:7][C:2]([Br:1])=[CH:3][C:4]=1[CH3:12])[C:20]1[CH:21]=[CH:22][CH:23]=[CH:24][CH:25]=1, predict the reactants needed to synthesize it. The reactants are: [Br:1][C:2]1[CH:7]=[CH:6][C:5]([CH2:8][C:9]([OH:11])=O)=[C:4]([CH3:12])[CH:3]=1.C(Cl)(=O)C(Cl)=O.[CH2:19]([C@H:26]1[CH2:30][O:29][C:28](=[O:31])[NH:27]1)[C:20]1[CH:25]=[CH:24][CH:23]=[CH:22][CH:21]=1.C([Li])CCC.[Cl-].[NH4+].